This data is from Reaction yield outcomes from USPTO patents with 853,638 reactions. The task is: Predict the reaction yield, written as a fraction of the theoretical maximum amount of product (1.0 means a 100% yield; for example, 0.34 means a 34% yield). (1) The reactants are [NH2:1][C:2]1[C:11]2[C:6](=[CH:7][CH:8]=[CH:9][C:10]=2[O:12][CH2:13][CH:14]([CH3:16])[CH3:15])[N:5]=[C:4]([CH3:17])[C:3]=1[C:18]([O:20]CC)=[O:19].[OH-].[Na+]. The catalyst is CCO. The product is [NH2:1][C:2]1[C:11]2[C:6](=[CH:7][CH:8]=[CH:9][C:10]=2[O:12][CH2:13][CH:14]([CH3:16])[CH3:15])[N:5]=[C:4]([CH3:17])[C:3]=1[C:18]([OH:20])=[O:19]. The yield is 0.260. (2) The yield is 0.870. No catalyst specified. The product is [CH3:14][C:6]1[CH:7]=[C:8]([CH:12]=[CH:13][C:5]=1[S:2](=[O:4])(=[O:3])[NH:19][CH3:17])[C:9]([OH:11])=[O:10]. The reactants are Cl[S:2]([C:5]1[CH:13]=[CH:12][C:8]([C:9]([OH:11])=[O:10])=[CH:7][C:6]=1[CH3:14])(=[O:4])=[O:3].CN.[CH2:17]([N:19](CC)CC)C.